From a dataset of Reaction yield outcomes from USPTO patents with 853,638 reactions. Predict the reaction yield, written as a fraction of the theoretical maximum amount of product (1.0 means a 100% yield; for example, 0.34 means a 34% yield). The reactants are [Br:1][C:2]1[CH:8]=[CH:7][C:5]([NH2:6])=[CH:4][CH:3]=1.C[Al](C)C.[Cl:13][C:14]1[CH:22]=[CH:21][CH:20]=[CH:19][C:15]=1[CH2:16][C:17]#[N:18]. The catalyst is C1(C)C=CC=CC=1.C(Cl)(Cl)Cl.CO. The product is [Br:1][C:2]1[CH:8]=[CH:7][C:5]([NH:6][C:17](=[NH:18])[CH2:16][C:15]2[CH:19]=[CH:20][CH:21]=[CH:22][C:14]=2[Cl:13])=[CH:4][CH:3]=1. The yield is 0.480.